This data is from Reaction yield outcomes from USPTO patents with 853,638 reactions. The task is: Predict the reaction yield, written as a fraction of the theoretical maximum amount of product (1.0 means a 100% yield; for example, 0.34 means a 34% yield). The reactants are [CH3:1][O:2][C:3]1[CH:11]=[CH:10][CH:9]=[C:8]2[C:4]=1[CH:5]=[CH:6][NH:7]2.[OH-].[K+].[NH2:14]OS(O)(=O)=O. The catalyst is CN(C)C=O. The product is [NH2:14][N:7]1[C:8]2[C:4](=[C:3]([O:2][CH3:1])[CH:11]=[CH:10][CH:9]=2)[CH:5]=[CH:6]1. The yield is 0.560.